From a dataset of NCI-60 drug combinations with 297,098 pairs across 59 cell lines. Regression. Given two drug SMILES strings and cell line genomic features, predict the synergy score measuring deviation from expected non-interaction effect. (1) Drug 1: C1=CC(=C2C(=C1NCCNCCO)C(=O)C3=C(C=CC(=C3C2=O)O)O)NCCNCCO. Drug 2: C(CCl)NC(=O)N(CCCl)N=O. Cell line: SK-MEL-28. Synergy scores: CSS=25.8, Synergy_ZIP=-11.4, Synergy_Bliss=-5.24, Synergy_Loewe=-42.9, Synergy_HSA=-5.91. (2) Drug 1: C1CCC(CC1)NC(=O)N(CCCl)N=O. Drug 2: CCC1=C2CN3C(=CC4=C(C3=O)COC(=O)C4(CC)O)C2=NC5=C1C=C(C=C5)O. Cell line: COLO 205. Synergy scores: CSS=40.5, Synergy_ZIP=-7.21, Synergy_Bliss=-3.97, Synergy_Loewe=-6.17, Synergy_HSA=-0.00679. (3) Drug 1: CC1=C(C=C(C=C1)NC2=NC=CC(=N2)N(C)C3=CC4=NN(C(=C4C=C3)C)C)S(=O)(=O)N.Cl. Drug 2: CC(CN1CC(=O)NC(=O)C1)N2CC(=O)NC(=O)C2. Cell line: SW-620. Synergy scores: CSS=32.6, Synergy_ZIP=2.00, Synergy_Bliss=1.51, Synergy_Loewe=-8.91, Synergy_HSA=-6.75. (4) Drug 1: CC1OCC2C(O1)C(C(C(O2)OC3C4COC(=O)C4C(C5=CC6=C(C=C35)OCO6)C7=CC(=C(C(=C7)OC)O)OC)O)O. Drug 2: CC1CCCC2(C(O2)CC(NC(=O)CC(C(C(=O)C(C1O)C)(C)C)O)C(=CC3=CSC(=N3)C)C)C. Cell line: NCI-H460. Synergy scores: CSS=37.5, Synergy_ZIP=0.650, Synergy_Bliss=0.280, Synergy_Loewe=-0.732, Synergy_HSA=-0.678.